Regression. Given two drug SMILES strings and cell line genomic features, predict the synergy score measuring deviation from expected non-interaction effect. From a dataset of NCI-60 drug combinations with 297,098 pairs across 59 cell lines. (1) Drug 1: C1=CC(=CC=C1CCCC(=O)O)N(CCCl)CCCl. Drug 2: C1CN1P(=S)(N2CC2)N3CC3. Cell line: ACHN. Synergy scores: CSS=43.4, Synergy_ZIP=-2.55, Synergy_Bliss=-2.48, Synergy_Loewe=-3.75, Synergy_HSA=0.452. (2) Drug 1: C1=CC=C(C(=C1)C(C2=CC=C(C=C2)Cl)C(Cl)Cl)Cl. Drug 2: C1CC(=O)NC(=O)C1N2C(=O)C3=CC=CC=C3C2=O. Cell line: CAKI-1. Synergy scores: CSS=0.136, Synergy_ZIP=1.12, Synergy_Bliss=0.950, Synergy_Loewe=1.46, Synergy_HSA=-1.06.